From a dataset of TCR-epitope binding with 47,182 pairs between 192 epitopes and 23,139 TCRs. Binary Classification. Given a T-cell receptor sequence (or CDR3 region) and an epitope sequence, predict whether binding occurs between them. (1) The epitope is KAYNVTQAF. Result: 1 (the TCR binds to the epitope). The TCR CDR3 sequence is CASSLSAGTSLVDTQYF. (2) Result: 0 (the TCR does not bind to the epitope). The epitope is TAFTIPSI. The TCR CDR3 sequence is CASSPDRGNQPQHF. (3) The epitope is FPRPWLHGL. The TCR CDR3 sequence is CASSLMGGRTDTQYF. Result: 0 (the TCR does not bind to the epitope).